This data is from Forward reaction prediction with 1.9M reactions from USPTO patents (1976-2016). The task is: Predict the product of the given reaction. (1) Given the reactants C([O-])(=O)C.[O:5]=[C:6]1[N:11]([CH2:12][C:13]2[CH:14]=[C:15]([CH:19]=[CH:20][CH:21]=2)[C:16]([NH2:18])=[NH2+:17])[N:10]=[C:9]([C:22]2[CH:27]=[C:26]([F:28])[C:25]([F:29])=[C:24]([F:30])[CH:23]=2)[CH:8]=[CH:7]1.[CH:31]([CH:33]([CH:39]=O)[C:34]([O:36][CH2:37][CH3:38])=[O:35])=O.O, predict the reaction product. The product is: [O:5]=[C:6]1[N:11]([CH2:12][C:13]2[CH:14]=[C:15]([C:16]3[N:18]=[CH:39][C:33]([C:34]([O:36][CH2:37][CH3:38])=[O:35])=[CH:31][N:17]=3)[CH:19]=[CH:20][CH:21]=2)[N:10]=[C:9]([C:22]2[CH:23]=[C:24]([F:30])[C:25]([F:29])=[C:26]([F:28])[CH:27]=2)[CH:8]=[CH:7]1. (2) Given the reactants [Br:1][C:2]1[C:3](=[O:9])[NH:4][N:5]=[C:6]([Cl:8])[CH:7]=1.[C:10](=O)([O-])[O-].[Cs+].[Cs+].IC, predict the reaction product. The product is: [Br:1][C:2]1[C:3](=[O:9])[N:4]([CH3:10])[N:5]=[C:6]([Cl:8])[CH:7]=1.